Dataset: Catalyst prediction with 721,799 reactions and 888 catalyst types from USPTO. Task: Predict which catalyst facilitates the given reaction. (1) Reactant: [C:1]([O:5][C:6]([N:8]1[CH2:13][CH2:12][N:11]([C:14]([C:16]2[C:24]3[C:19](=[CH:20][CH:21]=[CH:22][CH:23]=3)[N:18]([CH:25]3[CH2:30][CH2:29][CH2:28][CH:27]=[CH:26]3)[C:17]=2[O:31][C:32]2[CH:37]=[C:36]([F:38])[CH:35]=[CH:34][C:33]=2[CH3:39])=[O:15])[CH2:10][CH2:9]1)=[O:7])([CH3:4])([CH3:3])[CH3:2].[H][H]. Product: [C:1]([O:5][C:6]([N:8]1[CH2:13][CH2:12][N:11]([C:14]([C:16]2[C:24]3[C:19](=[CH:20][CH:21]=[CH:22][CH:23]=3)[N:18]([CH:25]3[CH2:30][CH2:29][CH2:28][CH2:27][CH2:26]3)[C:17]=2[O:31][C:32]2[CH:37]=[C:36]([F:38])[CH:35]=[CH:34][C:33]=2[CH3:39])=[O:15])[CH2:10][CH2:9]1)=[O:7])([CH3:4])([CH3:3])[CH3:2]. The catalyst class is: 29. (2) Reactant: N#N.Br[CH2:4][CH2:5][CH2:6][CH2:7][OH:8].[F:9][C@H:10]1[CH2:14][CH2:13][NH:12][CH2:11]1.C([O-])([O-])=O.[K+].[K+]. Product: [F:9][C@H:10]1[CH2:14][CH2:13][N:12]([CH2:4][CH2:5][CH2:6][CH2:7][OH:8])[CH2:11]1. The catalyst class is: 23. (3) Reactant: [Cl-:1].[Cl-].[Cl-].[CH:4]1([Zr+3:13])[C:12]2[C:7](=[CH:8][CH:9]=[CH:10][CH:11]=2)[CH:6]=[CH:5]1.[CH3:14][C-:15]1[CH:19]=[CH:18][C:17]([CH3:20])=[CH:16]1.[Li+]. Product: [Cl-:1].[Cl-:1].[CH3:20][C:17]1([Zr+2:13][CH:4]2[C:12]3[C:7](=[CH:8][CH:9]=[CH:10][CH:11]=3)[CH:6]=[CH:5]2)[CH:18]=[CH:19][C:15]([CH3:14])=[CH:16]1. The catalyst class is: 28. (4) Reactant: [Cl:1][C:2]1[CH:7]=[CH:6][C:5]([C:8]2(O)[N:12]([CH2:13][C:14]3[CH:19]=[CH:18][C:17]([N+:20]([O-:22])=[O:21])=[C:16]([CH3:23])[CH:15]=3)[N:11]=[C:10]([C:24]([F:30])([F:29])[C:25]([F:28])([F:27])[F:26])[NH:9]2)=[CH:4][CH:3]=1.FC(F)(F)C(O)=O. Product: [Cl:1][C:2]1[CH:7]=[CH:6][C:5]([C:8]2[N:12]([CH2:13][C:14]3[CH:19]=[CH:18][C:17]([N+:20]([O-:22])=[O:21])=[C:16]([CH3:23])[CH:15]=3)[N:11]=[C:10]([C:24]([F:30])([F:29])[C:25]([F:27])([F:28])[F:26])[N:9]=2)=[CH:4][CH:3]=1. The catalyst class is: 11. (5) Reactant: [CH:1]1([C:7]2[CH:8]=[N:9][N:10]([CH2:12][CH2:13][C@@:14]([CH3:22])([S:18]([CH3:21])(=[O:20])=[O:19])[C:15]([OH:17])=O)[CH:11]=2)[CH2:6][CH2:5][CH2:4][CH2:3][CH2:2]1.CCN(C(C)C)C(C)C.O.ON1C2C=CC=CC=2N=N1.[O:43]1[CH2:48][CH2:47][CH2:46][CH2:45][CH:44]1[O:49][NH2:50].Cl.CN(CCCN=C=NCC)C. Product: [CH:1]1([C:7]2[CH:8]=[N:9][N:10]([CH2:12][CH2:13][C@@:14]([CH3:22])([S:18]([CH3:21])(=[O:20])=[O:19])[C:15]([NH:50][O:49][CH:44]3[CH2:45][CH2:46][CH2:47][CH2:48][O:43]3)=[O:17])[CH:11]=2)[CH2:2][CH2:3][CH2:4][CH2:5][CH2:6]1. The catalyst class is: 4. (6) Reactant: [CH2:1]([O:3][C:4]([C:6]1[NH:7][C:8]2[C:13]([CH:14]=1)=[CH:12][CH:11]=[C:10]([O:15][CH2:16][C:17]1[CH:22]=[CH:21][CH:20]=[CH:19][CH:18]=1)[CH:9]=2)=[O:5])[CH3:2].[H-].[Na+].[CH3:25][O:26][CH2:27]Cl.O. Product: [CH2:1]([O:3][C:4]([C:6]1[N:7]([CH2:25][O:26][CH3:27])[C:8]2[C:13]([CH:14]=1)=[CH:12][CH:11]=[C:10]([O:15][CH2:16][C:17]1[CH:22]=[CH:21][CH:20]=[CH:19][CH:18]=1)[CH:9]=2)=[O:5])[CH3:2]. The catalyst class is: 3.